The task is: Predict which catalyst facilitates the given reaction.. This data is from Catalyst prediction with 721,799 reactions and 888 catalyst types from USPTO. (1) Reactant: C1(P(N=[N+]=[N-])(C2C=CC=CC=2)=[O:8])C=CC=CC=1.[O:18]1[CH:22]=[CH:21][C:20](C(O)=O)=[CH:19]1.C([N:28]([CH2:31]C)CC)C.[CH3:33][C:34]([OH:37])([CH3:36])[CH3:35]. Product: [O:18]1[CH:22]=[CH:21][C:20]([NH:28][C:31](=[O:8])[O:37][C:34]([CH3:36])([CH3:35])[CH3:33])=[CH:19]1. The catalyst class is: 308. (2) Reactant: [C:1]([O:5][C:6]1[C:7]([CH:12]=O)=[N:8][CH:9]=[CH:10][N:11]=1)([CH3:4])([CH3:3])[CH3:2].[F:14][C:15]1[CH:20]=[CH:19][CH:18]=[CH:17][C:16]=1[S:21]([CH2:23][CH:24]1[CH2:29][CH2:28][NH:27][CH2:26][CH2:25]1)=[O:22].C(O[BH-](OC(=O)C)OC(=O)C)(=O)C.[Na+].[OH-].[Na+]. Product: [C:1]([O:5][C:6]1[C:7]([CH2:12][N:27]2[CH2:28][CH2:29][CH:24]([CH2:23][S:21]([C:16]3[CH:17]=[CH:18][CH:19]=[CH:20][C:15]=3[F:14])=[O:22])[CH2:25][CH2:26]2)=[N:8][CH:9]=[CH:10][N:11]=1)([CH3:4])([CH3:3])[CH3:2]. The catalyst class is: 96. (3) Reactant: [F:1][C:2]1[CH:3]=[C:4]([CH:7]=[CH:8][C:9]=1[OH:10])[CH:5]=[O:6].C([O-])([O-])=O.[K+].[K+].[CH2:17](I)[CH3:18].O. Product: [CH2:17]([O:10][C:9]1[CH:8]=[CH:7][C:4]([CH:5]=[O:6])=[CH:3][C:2]=1[F:1])[CH3:18]. The catalyst class is: 3.